This data is from Forward reaction prediction with 1.9M reactions from USPTO patents (1976-2016). The task is: Predict the product of the given reaction. (1) Given the reactants [Cl:1][C:2]1[CH:3]=[CH:4][C:5]([F:19])=[C:6]([C:8]2[CH:9]=[C:10]([CH:15]=[C:16]([CH3:18])[N:17]=2)[C:11]([O:13]C)=[O:12])[CH:7]=1.[OH-].[Na+].Cl, predict the reaction product. The product is: [Cl:1][C:2]1[CH:3]=[CH:4][C:5]([F:19])=[C:6]([C:8]2[CH:9]=[C:10]([CH:15]=[C:16]([CH3:18])[N:17]=2)[C:11]([OH:13])=[O:12])[CH:7]=1. (2) Given the reactants [C:1]([C:4]1[CH:9]=[C:8]([Cl:10])[C:7]([NH:11][C:12]2[C:21]3[CH:20]=[CH:19][NH:18][C:17](=[O:22])[C:16]=3[C:15]3[CH:23]=[C:24](B4OC(C)(C)C(C)(C)O4)[CH:25]=[CH:26][C:14]=3[N:13]=2)=[C:6]([Cl:36])[CH:5]=1)(=[O:3])[CH3:2].Br[C:38]1[N:39]=[C:40]([C:43]([OH:46])([CH3:45])[CH3:44])[S:41][CH:42]=1.C(=O)([O-])[O-].[Na+].[Na+], predict the reaction product. The product is: [C:1]([C:4]1[CH:9]=[C:8]([Cl:10])[C:7]([NH:11][C:12]2[C:21]3[CH:20]=[CH:19][NH:18][C:17](=[O:22])[C:16]=3[C:15]3[CH:23]=[C:24]([C:38]4[N:39]=[C:40]([C:43]([OH:46])([CH3:45])[CH3:44])[S:41][CH:42]=4)[CH:25]=[CH:26][C:14]=3[N:13]=2)=[C:6]([Cl:36])[CH:5]=1)(=[O:3])[CH3:2]. (3) Given the reactants [NH2:1][C@H:2]([CH2:19][C:20]1[CH:25]=[C:24]([F:26])[C:23]([F:27])=[CH:22][C:21]=1[F:28])[CH2:3][C:4]([N:6]1[CH2:11][CH2:10][NH:9][C:8](=[O:12])[C@H:7]1[CH2:13][O:14][C:15]([CH3:18])([CH3:17])[CH3:16])=[O:5].[C:29]([OH:38])(=[O:37])[C@@H:30]([C@H:32]([C:34]([OH:36])=[O:35])[OH:33])[OH:31].CC(O)C, predict the reaction product. The product is: [C:34]([CH:32]([CH:30]([C:29]([OH:38])=[O:37])[OH:31])[OH:33])([OH:36])=[O:35].[NH2:1][C@H:2]([CH2:19][C:20]1[CH:25]=[C:24]([F:26])[C:23]([F:27])=[CH:22][C:21]=1[F:28])[CH2:3][C:4]([N:6]1[CH2:11][CH2:10][NH:9][C:8](=[O:12])[C@H:7]1[CH2:13][O:14][C:15]([CH3:16])([CH3:17])[CH3:18])=[O:5].